From a dataset of Full USPTO retrosynthesis dataset with 1.9M reactions from patents (1976-2016). Predict the reactants needed to synthesize the given product. (1) Given the product [CH3:3][N:4]1[C:12]2[C:7](=[CH:8][C:9]([C:13]3[N:17]([CH3:1])[N:16]=[N:15][N:14]=3)=[CH:10][CH:11]=2)[C:6]([C:22]2[N:30]([S:31]([C:34]3[CH:39]=[CH:38][C:37]([CH3:40])=[CH:36][CH:35]=3)(=[O:33])=[O:32])[C:25]3=[N:26][CH:27]=[CH:28][CH:29]=[C:24]3[CH:23]=2)=[CH:5]1.[CH3:3][N:4]1[C:12]2[C:7](=[CH:8][C:9]([C:13]3[N:17]=[N:16][N:15]([CH3:1])[N:14]=3)=[CH:10][CH:11]=2)[C:6]([C:22]2[N:30]([S:31]([C:34]3[CH:39]=[CH:38][C:37]([CH3:40])=[CH:36][CH:35]=3)(=[O:33])=[O:32])[C:25]3=[N:26][CH:27]=[CH:28][CH:29]=[C:24]3[CH:23]=2)=[CH:5]1, predict the reactants needed to synthesize it. The reactants are: [CH3:1]I.[CH3:3][N:4]1[C:12]2[C:7](=[CH:8][C:9]([C:13]3[N:17]([Sn](C)(C)C)[N:16]=[N:15][N:14]=3)=[CH:10][CH:11]=2)[C:6]([C:22]2[N:30]([S:31]([C:34]3[CH:39]=[CH:38][C:37]([CH3:40])=[CH:36][CH:35]=3)(=[O:33])=[O:32])[C:25]3=[N:26][CH:27]=[CH:28][CH:29]=[C:24]3[CH:23]=2)=[CH:5]1. (2) Given the product [CH3:1][O:2][C:3]([C:5]1[C:10]([C:19]2[CH:18]=[CH:17][C:16]([Cl:15])=[CH:21][C:20]=2[Cl:22])=[CH:9][N:8]2[CH:12]=[CH:13][N:14]=[C:7]2[CH:6]=1)=[O:4], predict the reactants needed to synthesize it. The reactants are: [CH3:1][O:2][C:3]([C:5]1[C:10](Br)=[CH:9][N:8]2[CH:12]=[CH:13][N:14]=[C:7]2[CH:6]=1)=[O:4].[Cl:15][C:16]1[CH:21]=[C:20]([Cl:22])[CH:19]=[CH:18][C:17]=1B(O)O.C([O-])([O-])=O.[Na+].[Na+].CCOC(C)=O. (3) Given the product [O:1]([C:8]1[CH:9]=[C:10]([CH:14]=[O:15])[CH:11]=[N:12][CH:13]=1)[C:2]1[CH:3]=[CH:4][CH:5]=[CH:6][CH:7]=1, predict the reactants needed to synthesize it. The reactants are: [O:1]([C:8]1[CH:9]=[C:10]([CH2:14][OH:15])[CH:11]=[N:12][CH:13]=1)[C:2]1[CH:7]=[CH:6][CH:5]=[CH:4][CH:3]=1. (4) Given the product [Cl:1][C:2]1[CH:10]=[C:9]([NH:11][CH2:12][C:13]2[CH:18]=[CH:17][CH:16]=[C:15]([C:23]3[CH:24]=[CH:25][N:20]=[CH:21][CH:22]=3)[CH:14]=2)[C:5]([C:6]([NH2:8])=[O:7])=[CH:4][N:3]=1, predict the reactants needed to synthesize it. The reactants are: [Cl:1][C:2]1[CH:10]=[C:9]([NH:11][CH2:12][C:13]2[CH:18]=[CH:17][CH:16]=[C:15](I)[CH:14]=2)[C:5]([C:6]([NH2:8])=[O:7])=[CH:4][N:3]=1.[N:20]1[CH:25]=[CH:24][C:23](B(O)O)=[CH:22][CH:21]=1.C([O-])([O-])=O.[Na+].[Na+]. (5) Given the product [CH2:14]([O:13][CH:4]([O:3][CH2:2][CH3:1])[C:5]1[CH:10]=[CH:9][C:8]([CH:11]([OH:12])[C:17]([F:19])([F:18])[F:16])=[CH:7][CH:6]=1)[CH3:15], predict the reactants needed to synthesize it. The reactants are: [CH3:1][CH2:2][O:3][CH:4]([O:13][CH2:14][CH3:15])[C:5]1[CH:10]=[CH:9][C:8]([CH:11]=[O:12])=[CH:7][CH:6]=1.[F:16][C:17]([Si](C)(C)C)([F:19])[F:18].[F-].C([N+](CCCC)(CCCC)CCCC)CCC.